From a dataset of NCI-60 drug combinations with 297,098 pairs across 59 cell lines. Regression. Given two drug SMILES strings and cell line genomic features, predict the synergy score measuring deviation from expected non-interaction effect. (1) Drug 1: C1=NC2=C(N1)C(=S)N=C(N2)N. Drug 2: CC1C(C(CC(O1)OC2CC(CC3=C2C(=C4C(=C3O)C(=O)C5=C(C4=O)C(=CC=C5)OC)O)(C(=O)CO)O)N)O.Cl. Cell line: HCT-15. Synergy scores: CSS=48.6, Synergy_ZIP=-12.1, Synergy_Bliss=-11.3, Synergy_Loewe=-11.1, Synergy_HSA=-7.51. (2) Drug 1: COC1=CC(=CC(=C1O)OC)C2C3C(COC3=O)C(C4=CC5=C(C=C24)OCO5)OC6C(C(C7C(O6)COC(O7)C8=CC=CS8)O)O. Drug 2: CC1=CC=C(C=C1)C2=CC(=NN2C3=CC=C(C=C3)S(=O)(=O)N)C(F)(F)F. Cell line: MALME-3M. Synergy scores: CSS=26.4, Synergy_ZIP=-5.28, Synergy_Bliss=2.18, Synergy_Loewe=-40.7, Synergy_HSA=-0.412. (3) Drug 1: CC12CCC(CC1=CCC3C2CCC4(C3CC=C4C5=CN=CC=C5)C)O. Drug 2: COC1=CC(=CC(=C1O)OC)C2C3C(COC3=O)C(C4=CC5=C(C=C24)OCO5)OC6C(C(C7C(O6)COC(O7)C8=CC=CS8)O)O. Cell line: SK-MEL-28. Synergy scores: CSS=-0.383, Synergy_ZIP=-5.19, Synergy_Bliss=-4.17, Synergy_Loewe=-14.1, Synergy_HSA=-5.78. (4) Drug 2: C1C(C(OC1N2C=NC(=NC2=O)N)CO)O. Drug 1: C1CC(C1)(C(=O)O)C(=O)O.[NH2-].[NH2-].[Pt+2]. Synergy scores: CSS=20.5, Synergy_ZIP=-3.67, Synergy_Bliss=-2.42, Synergy_Loewe=0.618, Synergy_HSA=1.46. Cell line: SW-620.